This data is from Catalyst prediction with 721,799 reactions and 888 catalyst types from USPTO. The task is: Predict which catalyst facilitates the given reaction. Product: [C:5]([C:4]1[CH:7]=[CH:8][C:9]([N:10]2[CH2:11][CH2:12][N:13]([C:16]([O:18][C:19]([CH3:22])([CH3:21])[CH3:20])=[O:17])[CH2:14][CH2:15]2)=[C:2]([CH3:1])[CH:3]=1)#[N:6]. The catalyst class is: 36. Reactant: [CH3:1][C:2]1[CH:3]=[C:4]([CH:7]=[CH:8][C:9]=1[N:10]1[CH2:15][CH2:14][NH:13][CH2:12][CH2:11]1)[C:5]#[N:6].[C:16](O[C:16]([O:18][C:19]([CH3:22])([CH3:21])[CH3:20])=[O:17])([O:18][C:19]([CH3:22])([CH3:21])[CH3:20])=[O:17].